From a dataset of Forward reaction prediction with 1.9M reactions from USPTO patents (1976-2016). Predict the product of the given reaction. The product is: [CH3:1][C:2]1[O:6][N:5]=[C:4]([C:7]2[N:11]3[N:12]=[C:13]([O:20][CH2:31][C:32]4[N:33]=[N:34][N:35]([CH3:37])[CH:36]=4)[C:14]4[C:19]([C:10]3=[N:9][CH:8]=2)=[CH:18][CH:17]=[CH:16][CH:15]=4)[CH:3]=1. Given the reactants [CH3:1][C:2]1[O:6][N:5]=[C:4]([C:7]2[N:11]3[NH:12][C:13](=[O:20])[C:14]4[C:19]([C:10]3=[N:9][CH:8]=2)=[CH:18][CH:17]=[CH:16][CH:15]=4)[CH:3]=1.[H-].[Na+].C(=O)([O-])[O-].[K+].[K+].Cl.Cl[CH2:31][C:32]1[N:33]=[N:34][N:35]([CH3:37])[CH:36]=1, predict the reaction product.